From a dataset of Reaction yield outcomes from USPTO patents with 853,638 reactions. Predict the reaction yield, written as a fraction of the theoretical maximum amount of product (1.0 means a 100% yield; for example, 0.34 means a 34% yield). (1) The reactants are [NH:1]1[C:9]2[C:4](=[CH:5][C:6](B(O)O)=[CH:7][CH:8]=2)[CH:3]=[CH:2]1.Br[C:14]1[CH:19]=[N:18][CH:17]=[C:16]([CH:20]2[CH2:22][CH2:21]2)[N:15]=1.C([O-])([O-])=O.[Na+].[Na+]. The catalyst is C1C=CC([P]([Pd]([P](C2C=CC=CC=2)(C2C=CC=CC=2)C2C=CC=CC=2)([P](C2C=CC=CC=2)(C2C=CC=CC=2)C2C=CC=CC=2)[P](C2C=CC=CC=2)(C2C=CC=CC=2)C2C=CC=CC=2)(C2C=CC=CC=2)C2C=CC=CC=2)=CC=1.O1CCOCC1. The product is [CH:20]1([C:16]2[N:15]=[C:14]([C:6]3[CH:5]=[C:4]4[C:9](=[CH:8][CH:7]=3)[NH:1][CH:2]=[CH:3]4)[CH:19]=[N:18][CH:17]=2)[CH2:22][CH2:21]1. The yield is 0.760. (2) The reactants are [Br:1][C:2]1[CH:7]=[CH:6][C:5]([Cl:8])=[CH:4][C:3]=1[CH2:9][CH2:10]O.S(Cl)([Cl:14])=O. No catalyst specified. The product is [Br:1][C:2]1[CH:7]=[CH:6][C:5]([Cl:8])=[CH:4][C:3]=1[CH2:9][CH2:10][Cl:14]. The yield is 0.710. (3) The reactants are C([O:4][C:5]1[C:12]([O:13][CH3:14])=[CH:11][CH:10]=[C:9]([Br:15])[C:6]=1[CH:7]=[O:8])(=O)C.C(=O)(O)[O-].[Na+]. The catalyst is CO. The product is [OH:4][C:5]1[C:12]([O:13][CH3:14])=[CH:11][CH:10]=[C:9]([Br:15])[C:6]=1[CH:7]=[O:8]. The yield is 0.980. (4) The reactants are Cl.[S:2]1[CH:6]=[CH:5][CH:4]=[C:3]1[C:7](=[NH:9])[NH2:8].[Cl:10][C:11]([SH:14])(Cl)Cl.[OH-].[Na+]. The catalyst is ClCCl.O. The product is [Cl:10][C:11]1[S:14][N:8]=[C:7]([C:3]2[S:2][CH:6]=[CH:5][CH:4]=2)[N:9]=1. The yield is 0.693. (5) No catalyst specified. The reactants are [CH3:1][CH:2]([CH3:5])[CH2:3][OH:4].F[C:7]1[CH:14]=[CH:13][C:10]([CH:11]=[O:12])=[CH:9][C:8]=1[N+:15]([O-:17])=[O:16].[CH:18]([C:20]1[CH:21]=[CH:22][C:23]([O:27][CH2:28][CH:29]([CH3:31])[CH3:30])=[C:24]([CH:26]=1)[NH2:25])=[O:19].[NH2:32][C:33]1[S:34][CH:35]=[CH:36][N:37]=1. The yield is 0.750. The product is [CH3:1][CH:2]([CH3:5])[CH2:3][O:4][C:7]1[CH:14]=[CH:13][C:10]([CH:11]=[O:12])=[CH:9][C:8]=1[N+:15]([O-:17])=[O:16].[CH:18]([C:20]1[CH:21]=[CH:22][C:23]([O:27][CH2:28][CH:29]([CH3:31])[CH3:30])=[C:24]([NH:25][C:3]([NH:32][C:33]2[S:34][CH:35]=[CH:36][N:37]=2)=[O:4])[CH:26]=1)=[O:19].